This data is from Full USPTO retrosynthesis dataset with 1.9M reactions from patents (1976-2016). The task is: Predict the reactants needed to synthesize the given product. (1) Given the product [C:7]([O:11][C:12]([N:14]1[CH2:19][CH2:18][CH:17]([C:20]2[C:29]3[C:24](=[CH:25][C:26]([N:1]4[CH2:6][CH2:5][NH:4][CH2:3][CH2:2]4)=[CH:27][CH:28]=3)[N:23]=[CH:22][N:21]=2)[CH2:16][CH2:15]1)=[O:13])([CH3:10])([CH3:8])[CH3:9], predict the reactants needed to synthesize it. The reactants are: [NH:1]1[CH2:6][CH2:5][NH:4][CH2:3][CH2:2]1.[C:7]([O:11][C:12]([N:14]1[CH2:19][CH2:18][CH:17]([C:20]2[C:29]3[C:24](=[CH:25][C:26](F)=[CH:27][CH:28]=3)[N:23]=[CH:22][N:21]=2)[CH2:16][CH2:15]1)=[O:13])([CH3:10])([CH3:9])[CH3:8]. (2) Given the product [C:7]([C@@H:9]1[CH2:13][C@H:12]([F:14])[CH2:11][N:10]1[C:15]([O:17][C:18]([CH3:21])([CH3:20])[CH3:19])=[O:16])#[N:6], predict the reactants needed to synthesize it. The reactants are: N1C=CN=C1.[NH2:6][C:7]([CH:9]1[CH2:13][CH:12]([F:14])[CH2:11][N:10]1[C:15]([O:17][C:18]([CH3:21])([CH3:20])[CH3:19])=[O:16])=O.P(Cl)(Cl)(Cl)=O.[Cl-].[Na+].